This data is from Full USPTO retrosynthesis dataset with 1.9M reactions from patents (1976-2016). The task is: Predict the reactants needed to synthesize the given product. Given the product [C:1]([C:3]1([CH3:26])[C:12]2[C:7](=[CH:8][CH:9]=[CH:10][CH:11]=2)[C:6]([OH:13])=[C:5]([C:14]([NH:16][CH2:17][C:18]([OH:20])=[O:19])=[O:15])[C:4]1=[O:25])#[N:2], predict the reactants needed to synthesize it. The reactants are: [C:1]([C:3]1([CH3:26])[C:12]2[C:7](=[CH:8][CH:9]=[CH:10][CH:11]=2)[C:6]([OH:13])=[C:5]([C:14]([NH:16][CH2:17][C:18]([O:20]C(C)(C)C)=[O:19])=[O:15])[C:4]1=[O:25])#[N:2].